Predict the reaction yield, written as a fraction of the theoretical maximum amount of product (1.0 means a 100% yield; for example, 0.34 means a 34% yield). From a dataset of Reaction yield outcomes from USPTO patents with 853,638 reactions. (1) The reactants are [NH2:1][C:2]1[C:11]2[CH:10]=[CH:9][CH:8]=[C:7](Br)[C:6]=2[N:5]=[C:4]2[CH2:13][N:14]([CH:17]3[CH2:20][CH2:19][CH2:18]3)[C:15](=[O:16])[C:3]=12.[CH3:21][O:22][C:23]1[C:28]([Sn](CCCC)(CCCC)CCCC)=[CH:27][N:26]=[CH:25][N:24]=1. No catalyst specified. The product is [NH2:1][C:2]1[C:11]2[CH:10]=[CH:9][CH:8]=[C:7]([C:28]3[C:23]([O:22][CH3:21])=[N:24][CH:25]=[N:26][CH:27]=3)[C:6]=2[N:5]=[C:4]2[CH2:13][N:14]([CH:17]3[CH2:20][CH2:19][CH2:18]3)[C:15](=[O:16])[C:3]=12. The yield is 0.696. (2) The reactants are [NH2:1][C:2]1[C:11]([F:12])=[CH:10][C:5]([C:6]([O:8][CH3:9])=[O:7])=[C:4]([F:13])[CH:3]=1.[C:14]1([S:20](Cl)(=[O:22])=[O:21])[CH:19]=[CH:18][CH:17]=[CH:16][CH:15]=1.N1C=CC=CC=1. The catalyst is C(Cl)Cl. The product is [F:13][C:4]1[CH:3]=[C:2]([NH:1][S:20]([C:14]2[CH:19]=[CH:18][CH:17]=[CH:16][CH:15]=2)(=[O:22])=[O:21])[C:11]([F:12])=[CH:10][C:5]=1[C:6]([O:8][CH3:9])=[O:7]. The yield is 0.600. (3) The reactants are [Cl:1][C:2]1[CH:7]=[CH:6][C:5]([NH:8][C:9](=[O:23])[NH:10][C:11]2[S:12][C:13]3[CH:19]=[C:18]([C:20]([OH:22])=O)[CH:17]=[CH:16][C:14]=3[N:15]=2)=[CH:4][CH:3]=1.[NH2:24][C:25]1[CH:34]=[CH:33][C:28]2[NH:29][C:30](=[O:32])[O:31][C:27]=2[CH:26]=1.CCN=C=NCCCN(C)C.C1C=CC2N(O)N=NC=2C=1. The catalyst is CN(C=O)C.O. The product is [O:32]=[C:30]1[NH:29][C:28]2[CH:33]=[CH:34][C:25]([NH:24][C:20]([C:18]3[CH:17]=[CH:16][C:14]4[N:15]=[C:11]([NH:10][C:9]([NH:8][C:5]5[CH:4]=[CH:3][C:2]([Cl:1])=[CH:7][CH:6]=5)=[O:23])[S:12][C:13]=4[CH:19]=3)=[O:22])=[CH:26][C:27]=2[O:31]1. The yield is 0.700. (4) The reactants are Br[C:2]1[CH:3]=[C:4]([N:8]2[CH2:13][CH2:12][O:11][CH2:10][CH2:9]2)[CH:5]=[N:6][CH:7]=1.[CH2:14]1[C:23]2[C:18](=[CH:19][CH:20]=[CH:21][CH:22]=2)[CH2:17][CH2:16][N:15]1[CH2:24][CH:25]([OH:34])[CH2:26][N:27]1[CH2:32][CH2:31][NH:30][CH2:29][C:28]1=[O:33].CC(C1C=C(C(C)C)C(C2C=CC=CC=2P(C2CCCCC2)C2CCCCC2)=C(C(C)C)C=1)C.CC([O-])(C)C.[Na+]. The catalyst is O1CCOCC1.C1C=CC(/C=C/C(/C=C/C2C=CC=CC=2)=O)=CC=1.C1C=CC(/C=C/C(/C=C/C2C=CC=CC=2)=O)=CC=1.[Pd]. The product is [CH2:14]1[C:23]2[C:18](=[CH:19][CH:20]=[CH:21][CH:22]=2)[CH2:17][CH2:16][N:15]1[CH2:24][CH:25]([OH:34])[CH2:26][N:27]1[CH2:32][CH2:31][N:30]([C:2]2[CH:7]=[N:6][CH:5]=[C:4]([N:8]3[CH2:13][CH2:12][O:11][CH2:10][CH2:9]3)[CH:3]=2)[CH2:29][C:28]1=[O:33]. The yield is 0.0330. (5) The reactants are O=C1O[C@H]([C@H](CO)O)C([O-])=C1O.[Na+].[C:14]1([C:20]#[CH:21])[CH:19]=[CH:18][CH:17]=[CH:16][CH:15]=1.[CH:22]1([CH:25]=[C:26]2[C:31](=[O:32])[O:30][C:29]([CH3:34])([CH3:33])[O:28][C:27]2=[O:35])[CH2:24][CH2:23]1. The catalyst is O.ClCCl.O.C([O-])(=O)C.[Cu+2].C([O-])(=O)C. The product is [CH:22]1([C@H:25]([CH:26]2[C:31](=[O:32])[O:30][C:29]([CH3:33])([CH3:34])[O:28][C:27]2=[O:35])[C:21]#[C:20][C:14]2[CH:19]=[CH:18][CH:17]=[CH:16][CH:15]=2)[CH2:23][CH2:24]1. The yield is 0.790. (6) The reactants are [NH2:1][C:2]([C:6]1([C:9]([O:11][C:12]([CH3:15])([CH3:14])[CH3:13])=[O:10])[CH2:8][CH2:7]1)([C:4]#[N:5])[CH3:3]. The catalyst is [Ni].C(O)C. The product is [NH2:1][C:2]([C:6]1([C:9]([O:11][C:12]([CH3:15])([CH3:14])[CH3:13])=[O:10])[CH2:7][CH2:8]1)([CH3:3])[CH2:4][NH2:5]. The yield is 0.740.